This data is from Forward reaction prediction with 1.9M reactions from USPTO patents (1976-2016). The task is: Predict the product of the given reaction. (1) Given the reactants [Br:1][C:2]1[CH:3]=[C:4]([C:9]([F:12])([F:11])[F:10])[CH:5]=[C:6](F)[CH:7]=1.Cl.[F:14][C:15]1([F:21])[CH2:20][CH2:19][NH:18][CH2:17][CH2:16]1.C(N(CC)CC)C.C(=O)([O-])[O-].[Cs+].[Cs+], predict the reaction product. The product is: [Br:1][C:2]1[CH:7]=[C:6]([N:18]2[CH2:19][CH2:20][C:15]([F:21])([F:14])[CH2:16][CH2:17]2)[CH:5]=[C:4]([C:9]([F:12])([F:11])[F:10])[CH:3]=1. (2) Given the reactants [C:1]([O:5][C:6]([N:8]1[CH2:12][CH2:11][C:10](=[O:13])[CH2:9]1)=[O:7])([CH3:4])([CH3:3])[CH3:2].[CH3:14][Mg]Br, predict the reaction product. The product is: [C:1]([O:5][C:6]([N:8]1[CH2:12][CH2:11][C:10]([OH:13])([CH3:14])[CH2:9]1)=[O:7])([CH3:4])([CH3:2])[CH3:3]. (3) Given the reactants [I:1][C:2]1[CH:3]=[C:4]([CH:8]([O:18][CH:19]2[CH2:24][CH2:23][N:22]([CH3:25])[CH2:21][CH2:20]2)[C:9]2[NH:13][C:12]3[CH:14]=[CH:15][CH:16]=[CH:17][C:11]=3[N:10]=2)[CH:5]=[CH:6][CH:7]=1.[H-].[Na+].I[CH3:29], predict the reaction product. The product is: [I:1][C:2]1[CH:3]=[C:4]([CH:8]([O:18][CH:19]2[CH2:24][CH2:23][N:22]([CH3:25])[CH2:21][CH2:20]2)[C:9]2[N:13]([CH3:29])[C:12]3[CH:14]=[CH:15][CH:16]=[CH:17][C:11]=3[N:10]=2)[CH:5]=[CH:6][CH:7]=1. (4) The product is: [ClH:3].[NH2:5][C@@H:6]1[CH2:11][CH2:10][C@H:9]([C:12]([O:14][CH3:15])=[O:13])[CH2:8][CH2:7]1. Given the reactants S(Cl)([Cl:3])=O.[NH2:5][C@@H:6]1[CH2:11][CH2:10][C@H:9]([C:12]([OH:14])=[O:13])[CH2:8][CH2:7]1.[CH3:15]O, predict the reaction product. (5) The product is: [OH:1][C@H:2]1[CH2:10][C:9]2[C:4](=[CH:5][CH:6]=[CH:7][CH:8]=2)[C@H:3]1[C:11]([O:13][CH3:14])=[O:12]. Given the reactants [O:1]=[C:2]1[CH2:10][C:9]2[C:4](=[CH:5][CH:6]=[CH:7][CH:8]=2)[CH:3]1[C:11]([O:13][CH3:14])=[O:12], predict the reaction product. (6) Given the reactants [CH3:1][O:2][C:3]1[CH:18]=[CH:17][C:6]([CH2:7][C:8]2([CH3:16])[CH2:13][CH2:12][O:11][CH2:10][CH:9]2[CH:14]=[O:15])=[CH:5][CH:4]=1.C([OH:23])(C)(C)C.O1CCCC1.CC(=CC)C.[O-]Cl=O.[Na+].[NH4+].[Cl-], predict the reaction product. The product is: [CH3:1][O:2][C:3]1[CH:4]=[CH:5][C:6]([CH2:7][C:8]2([CH3:16])[CH2:13][CH2:12][O:11][CH2:10][CH:9]2[C:14]([OH:23])=[O:15])=[CH:17][CH:18]=1. (7) Given the reactants C(OC([N:8]1[CH2:12][CH2:11][C:10]([F:23])([C:13](=[O:22])[NH:14][CH2:15][C:16]2[CH:21]=[CH:20][CH:19]=[CH:18][N:17]=2)[CH2:9]1)=O)(C)(C)C.[ClH:24].O1CCOCC1, predict the reaction product. The product is: [ClH:24].[ClH:24].[N:17]1[CH:18]=[CH:19][CH:20]=[CH:21][C:16]=1[CH2:15][NH:14][C:13]([C:10]1([F:23])[CH2:11][CH2:12][NH:8][CH2:9]1)=[O:22]. (8) The product is: [CH2:27]([NH:30][CH:23]1[CH2:24][CH2:25][N:20]([CH2:19][C:17]2[CH:16]=[CH:15][N:14]=[C:13]([C:5]3[CH:6]=[C:7]([O:11][CH3:12])[C:8]([O:9][CH3:10])=[C:3]([O:2][CH3:1])[CH:4]=3)[CH:18]=2)[CH2:21][CH2:22]1)[C:28]#[CH:29]. Given the reactants [CH3:1][O:2][C:3]1[CH:4]=[C:5]([C:13]2[CH:18]=[C:17]([CH2:19][N:20]3[CH2:25][CH2:24][C:23](=O)[CH2:22][CH2:21]3)[CH:16]=[CH:15][N:14]=2)[CH:6]=[C:7]([O:11][CH3:12])[C:8]=1[O:9][CH3:10].[CH2:27]([NH2:30])[C:28]#[CH:29], predict the reaction product. (9) Given the reactants C1(C(=[N:14][C@@H]2CC[C@H](C(OCC3C=CC=CC=3)=O)C2)C2C=CC=CC=2)C=CC=CC=1.[C:30](Cl)(=[O:34])[C:31](Cl)=O.Cl.[F:37][C:38]([F:50])([F:49])[C:39]1[N:48]=[CH:47][C:42]2[CH2:43][NH:44][NH:45]C[C:41]=2[CH:40]=1.C(N(CC)CC)C, predict the reaction product. The product is: [F:37][C:38]([F:50])([F:49])[C:39]1[N:48]=[CH:47][C:42]2[CH2:43][NH:44][NH:45][CH:31]([C:30]([NH2:14])=[O:34])[C:41]=2[CH:40]=1.